Dataset: Catalyst prediction with 721,799 reactions and 888 catalyst types from USPTO. Task: Predict which catalyst facilitates the given reaction. Reactant: [Cl:1][C:2]1[CH:7]=[C:6]([Cl:8])[CH:5]=[CH:4][C:3]=1[C@@:9]1([CH2:28][N:29]2[CH:33]=[CH:32][N:31]=[CH:30]2)[O:13][C@H:12]([CH2:14][O:15][C:16]2[CH:21]=[CH:20][C:19]([N:22]3[CH2:27][CH2:26][NH:25][CH2:24][CH2:23]3)=[CH:18][CH:17]=2)[CH2:11][O:10]1.[CH2:34]([N:36]=[C:37]=[O:38])[CH3:35]. Product: [Cl:1][C:2]1[CH:7]=[C:6]([Cl:8])[CH:5]=[CH:4][C:3]=1[C@@:9]1([CH2:28][N:29]2[CH:33]=[CH:32][N:31]=[CH:30]2)[O:13][C@H:12]([CH2:14][O:15][C:16]2[CH:17]=[CH:18][C:19]([N:22]3[CH2:23][CH2:24][N:25]([C:37]([NH:36][CH2:34][CH3:35])=[O:38])[CH2:26][CH2:27]3)=[CH:20][CH:21]=2)[CH2:11][O:10]1. The catalyst class is: 2.